From a dataset of Peptide-MHC class II binding affinity with 134,281 pairs from IEDB. Regression. Given a peptide amino acid sequence and an MHC pseudo amino acid sequence, predict their binding affinity value. This is MHC class II binding data. (1) The peptide sequence is WAQDLTLPWQSGSGG. The MHC is DRB1_0401 with pseudo-sequence DRB1_0401. The binding affinity (normalized) is 0.216. (2) The peptide sequence is ELYKYKVVKIEPLGV. The MHC is DRB1_1501 with pseudo-sequence DRB1_1501. The binding affinity (normalized) is 0.416.